Dataset: Peptide-MHC class I binding affinity with 185,985 pairs from IEDB/IMGT. Task: Regression. Given a peptide amino acid sequence and an MHC pseudo amino acid sequence, predict their binding affinity value. This is MHC class I binding data. (1) The peptide sequence is GEYRSGNNL. The MHC is HLA-B18:01 with pseudo-sequence HLA-B18:01. The binding affinity (normalized) is 0.0847. (2) The binding affinity (normalized) is 0.235. The MHC is HLA-A02:02 with pseudo-sequence HLA-A02:02. The peptide sequence is NQGNILMDSI. (3) The peptide sequence is KVGITGFCY. The MHC is HLA-B15:01 with pseudo-sequence HLA-B15:01. The binding affinity (normalized) is 0.491. (4) The peptide sequence is IQVNKGVAY. The MHC is HLA-A02:01 with pseudo-sequence HLA-A02:01. The binding affinity (normalized) is 0.0847. (5) The peptide sequence is KYYLAYTSY. The MHC is HLA-B39:01 with pseudo-sequence HLA-B39:01. The binding affinity (normalized) is 0.0847. (6) The peptide sequence is HSGFIYFGK. The MHC is HLA-B15:01 with pseudo-sequence HLA-B15:01. The binding affinity (normalized) is 0.0847. (7) The binding affinity (normalized) is 0.427. The MHC is HLA-A26:03 with pseudo-sequence HLA-A26:03. The peptide sequence is ALYSYASAK. (8) The peptide sequence is EKLKSLFNTI. The MHC is HLA-B08:01 with pseudo-sequence HLA-B08:01. The binding affinity (normalized) is 0.0847.